Dataset: Forward reaction prediction with 1.9M reactions from USPTO patents (1976-2016). Task: Predict the product of the given reaction. (1) Given the reactants [Cl:1][C:2]1[C:3](=[O:19])[N:4]([CH2:10][C:11]2[CH:16]=[CH:15][C:14]([O:17][CH3:18])=[CH:13][CH:12]=2)[C:5]([CH3:9])=[CH:6][C:7]=1[OH:8].C(=O)([O-])[O-].[K+].[K+].Cl[CH2:27][C:28]1[CH:45]=[CH:44][CH:43]=[CH:42][C:29]=1[CH2:30][N:31]1[C:39](=[O:40])[C:38]2[C:33](=[CH:34][CH:35]=[CH:36][CH:37]=2)[C:32]1=[O:41], predict the reaction product. The product is: [Cl:1][C:2]1[C:3](=[O:19])[N:4]([CH2:10][C:11]2[CH:16]=[CH:15][C:14]([O:17][CH3:18])=[CH:13][CH:12]=2)[C:5]([CH3:9])=[CH:6][C:7]=1[O:8][CH2:27][C:28]1[CH:45]=[CH:44][CH:43]=[CH:42][C:29]=1[CH2:30][N:31]1[C:39](=[O:40])[C:38]2[C:33](=[CH:34][CH:35]=[CH:36][CH:37]=2)[C:32]1=[O:41]. (2) Given the reactants [F:1][C:2]1[CH:9]=[CH:8][C:7]([F:10])=[CH:6][C:3]=1[CH:4]=O.[CH3:11][O:12][C:13]1[CH:14]=[C:15]([CH:19]=[CH:20][C:21]=1[O:22][CH3:23])[CH2:16][C:17]#[N:18], predict the reaction product. The product is: [F:1][C:2]1[CH:9]=[CH:8][C:7]([F:10])=[CH:6][C:3]=1/[CH:4]=[C:16](/[C:15]1[CH:19]=[CH:20][C:21]([O:22][CH3:23])=[C:13]([O:12][CH3:11])[CH:14]=1)\[C:17]#[N:18]. (3) Given the reactants [CH:1]([C:3]1[CH:4]=[CH:5][C:6]([OH:12])=[C:7]([CH:11]=1)[C:8]([OH:10])=[O:9])=[O:2].OS(O)(=O)=O.[CH2:18](Cl)Cl.O, predict the reaction product. The product is: [CH:1]([C:3]1[CH:4]=[CH:5][C:6]([OH:12])=[C:7]([CH:11]=1)[C:8]([O:10][CH3:18])=[O:9])=[O:2]. (4) Given the reactants Br[C:2]1[C:3]([C:13]2[CH:18]=[CH:17][C:16]([F:19])=[CH:15][CH:14]=2)=[N:4][N:5]2[C:10]([O:11][CH3:12])=[CH:9][CH:8]=[CH:7][C:6]=12.[F:20][C:21]1[CH:26]=[C:25](B(O)O)[CH:24]=[CH:23][N:22]=1.C(=O)([O-])[O-].[Na+].[Na+], predict the reaction product. The product is: [F:19][C:16]1[CH:17]=[CH:18][C:13]([C:3]2[C:2]([C:25]3[CH:24]=[CH:23][N:22]=[C:21]([F:20])[CH:26]=3)=[C:6]3[CH:7]=[CH:8][CH:9]=[C:10]([O:11][CH3:12])[N:5]3[N:4]=2)=[CH:14][CH:15]=1. (5) Given the reactants C([N:4]1[C:12]2[C:7](=[CH:8][CH:9]=[CH:10][CH:11]=2)[C:6](=[C:13](Cl)[C:14]2[CH:19]=[CH:18][CH:17]=[CH:16][CH:15]=2)[C:5]1=[O:21])(=O)C.[CH3:22][O:23][C:24]1[CH:25]=[C:26]([CH:28]=[CH:29][CH:30]=1)[NH2:27].[OH-].[Na+], predict the reaction product. The product is: [CH3:22][O:23][C:24]1[CH:25]=[C:26]([NH:27]/[C:13](=[C:6]2\[C:5](=[O:21])[NH:4][C:12]3[C:7]\2=[CH:8][CH:9]=[CH:10][CH:11]=3)/[C:14]2[CH:15]=[CH:16][CH:17]=[CH:18][CH:19]=2)[CH:28]=[CH:29][CH:30]=1. (6) Given the reactants Br[C:2]1[CH:3]=[C:4]2[C:8](=[CH:9][CH:10]=1)[NH:7][CH:6]=[C:5]2[CH2:11][C:12]([O:14][CH3:15])=[O:13].[Cu][C:17]#[N:18].CCOC(C)=O, predict the reaction product. The product is: [C:17]([C:2]1[CH:3]=[C:4]2[C:8](=[CH:9][CH:10]=1)[NH:7][CH:6]=[C:5]2[CH2:11][C:12]([O:14][CH3:15])=[O:13])#[N:18]. (7) The product is: [C:1]([Si:5]([C:46]([CH3:48])([CH3:47])[CH3:49])([C:40]1[CH:41]=[CH:42][CH:43]=[CH:44][CH:45]=1)[O:6][CH2:7][CH:8]([CH3:39])[O:9][C:10]1[CH:11]=[C:12]([O:28][C:29]2[CH:30]=[CH:31][C:32]([S:35]([CH3:38])(=[O:37])=[O:36])=[CH:33][CH:34]=2)[CH:13]=[C:14]2[C:18]=1[NH:17][C:16]([C:19]1[S:20][CH:21]([CH2:24][C:25]([NH2:52])=[O:26])[CH2:22][N:23]=1)=[CH:15]2)([CH3:3])([CH3:4])[CH3:2]. Given the reactants [C:1]([Si:5]([C:46]([CH3:49])([CH3:48])[CH3:47])([C:40]1[CH:45]=[CH:44][CH:43]=[CH:42][CH:41]=1)[O:6][CH2:7][CH:8]([CH3:39])[O:9][C:10]1[CH:11]=[C:12]([O:28][C:29]2[CH:34]=[CH:33][C:32]([S:35]([CH3:38])(=[O:37])=[O:36])=[CH:31][CH:30]=2)[CH:13]=[C:14]2[C:18]=1[NH:17][C:16]([C:19]1[S:20][CH:21]([CH2:24][C:25](O)=[O:26])[CH2:22][N:23]=1)=[CH:15]2)([CH3:4])([CH3:3])[CH3:2].Cl.C[N:52](C)CCCN=C=NCC.[NH4+].ON1C2C=CC=CC=2N=N1.CN(C)C=O, predict the reaction product. (8) Given the reactants [NH2:1][C:2]1[N:7]=[C:6]([NH2:8])[C:5]([Br:9])=[C:4](Cl)[N:3]=1.[Na].[CH2:12]([OH:19])[C:13]1[CH:18]=[CH:17][CH:16]=[CH:15][CH:14]=1, predict the reaction product. The product is: [NH2:1][C:2]1[N:7]=[C:6]([NH2:8])[C:5]([Br:9])=[C:4]([O:19][CH2:12][C:13]2[CH:18]=[CH:17][CH:16]=[CH:15][CH:14]=2)[N:3]=1. (9) Given the reactants [NH2:1][C@@H:2]1[C:11]2[C:6](=[CH:7][CH:8]=[CH:9][CH:10]=2)[C@H:5]([OH:12])[CH2:4][CH2:3]1.[H-].[Na+].F[C:16]1[CH:17]=[CH:18][C:19]2[N:20]([C:22]([N:25]3[CH2:30][CH2:29][CH2:28][C@H:27]([O:31][Si:32]([CH:39]([CH3:41])[CH3:40])([CH:36]([CH3:38])[CH3:37])[CH:33]([CH3:35])[CH3:34])[CH2:26]3)=[N:23][N:24]=2)[CH:21]=1, predict the reaction product. The product is: [CH:39]([Si:32]([CH:33]([CH3:35])[CH3:34])([CH:36]([CH3:38])[CH3:37])[O:31][C@H:27]1[CH2:28][CH2:29][CH2:30][N:25]([C:22]2[N:20]3[CH:21]=[C:16]([O:12][C@H:5]4[C:6]5[C:11](=[CH:10][CH:9]=[CH:8][CH:7]=5)[C@@H:2]([NH2:1])[CH2:3][CH2:4]4)[CH:17]=[CH:18][C:19]3=[N:24][N:23]=2)[CH2:26]1)([CH3:41])[CH3:40]. (10) Given the reactants [CH3:1][S:2][C:3]1[N:4]=[CH:5][C:6]2[S:11][C:10]([C:12]([O:14][CH3:15])=[O:13])=[C:9](OS(C(F)(F)F)(=O)=O)[C:7]=2[N:8]=1.[C:24]1(B(O)O)[CH:29]=[CH:28][CH:27]=[CH:26][CH:25]=1.CC(N=P(N1CCCC1)(N1CCCC1)N1CCCC1)(C)C, predict the reaction product. The product is: [CH3:1][S:2][C:3]1[N:4]=[CH:5][C:6]2[S:11][C:10]([C:12]([O:14][CH3:15])=[O:13])=[C:9]([C:24]3[CH:29]=[CH:28][CH:27]=[CH:26][CH:25]=3)[C:7]=2[N:8]=1.